This data is from Full USPTO retrosynthesis dataset with 1.9M reactions from patents (1976-2016). The task is: Predict the reactants needed to synthesize the given product. Given the product [Cl:44][C:41]1[CH:42]=[CH:43][C:38]([N:36]2[CH2:35][CH2:34][C:30]3[N:31]=[CH:32][N:33]=[C:28]([NH:7][C@H:6]([CH:3]4[CH2:5][CH2:4]4)[C:8]4[CH:9]=[N:10][C:11]([C:14]([F:17])([F:15])[F:16])=[CH:12][CH:13]=4)[C:29]=3[CH2:37]2)=[N:39][CH:40]=1, predict the reactants needed to synthesize it. The reactants are: Cl.Cl.[CH:3]1([C@H:6]([C:8]2[CH:9]=[N:10][C:11]([C:14]([F:17])([F:16])[F:15])=[CH:12][CH:13]=2)[NH2:7])[CH2:5][CH2:4]1.C(N(CC)C(C)C)(C)C.Br[C:28]1[C:29]2[CH2:37][N:36]([C:38]3[CH:43]=[CH:42][C:41]([Cl:44])=[CH:40][N:39]=3)[CH2:35][CH2:34][C:30]=2[N:31]=[CH:32][N:33]=1.O.